Task: Predict the product of the given reaction.. Dataset: Forward reaction prediction with 1.9M reactions from USPTO patents (1976-2016) (1) Given the reactants [CH3:1][O:2][C:3]1[CH:8]=[CH:7][C:6]([OH:9])=[C:5]([N+:10]([O-:12])=[O:11])[CH:4]=1.[C:13]1([CH:19]2[O:21][CH:20]2[C:22]([O:24][CH2:25][CH3:26])=[O:23])[CH:18]=[CH:17][CH:16]=[CH:15][CH:14]=1.C(O)C.[H-].[Na+], predict the reaction product. The product is: [OH:21][CH:20]([CH:19]([O:9][C:6]1[CH:7]=[CH:8][C:3]([O:2][CH3:1])=[CH:4][C:5]=1[N+:10]([O-:12])=[O:11])[C:13]1[CH:14]=[CH:15][CH:16]=[CH:17][CH:18]=1)[C:22]([O:24][CH2:25][CH3:26])=[O:23]. (2) Given the reactants Br[C:2]1[C:3]2[N:4]([CH:18]=[CH:19][N:20]=2)[N:5]=[C:6]([C:8]2[CH:9]=[C:10]([CH:15]=[CH:16][CH:17]=2)[C:11]([O:13][CH3:14])=[O:12])[CH:7]=1.[CH3:21][C:22]1([CH3:34])[CH2:26][CH2:25][N:24]([C:27]2[N:32]=[C:31]([NH2:33])[CH:30]=[CH:29][CH:28]=2)[CH2:23]1.C1C=CC(P(C2C(C3C(P(C4C=CC=CC=4)C4C=CC=CC=4)=CC=C4C=3C=CC=C4)=C3C(C=CC=C3)=CC=2)C2C=CC=CC=2)=CC=1.C([O-])([O-])=O.[Cs+].[Cs+], predict the reaction product. The product is: [CH3:21][C:22]1([CH3:34])[CH2:26][CH2:25][N:24]([C:27]2[N:32]=[C:31]([NH:33][C:2]3[C:3]4[N:4]([CH:18]=[CH:19][N:20]=4)[N:5]=[C:6]([C:8]4[CH:9]=[C:10]([CH:15]=[CH:16][CH:17]=4)[C:11]([O:13][CH3:14])=[O:12])[CH:7]=3)[CH:30]=[CH:29][CH:28]=2)[CH2:23]1.